From a dataset of Forward reaction prediction with 1.9M reactions from USPTO patents (1976-2016). Predict the product of the given reaction. (1) Given the reactants C[O:2][C:3](=O)[C:4]([NH:34][C:35](=[O:37])[CH3:36])([CH2:9][C:10]1[C:18]2[C:13](=[CH:14][C:15]([CH2:19][CH2:20][CH2:21][CH2:22][CH2:23][CH2:24][CH2:25][CH3:26])=[CH:16][CH:17]=2)[N:12]([C:27]([O:29][C:30]([CH3:33])([CH3:32])[CH3:31])=[O:28])[CH:11]=1)[C:5](OC)=[O:6].[Li+].[BH4-], predict the reaction product. The product is: [C:30]([O:29][C:27]([N:12]1[C:13]2[C:18](=[CH:17][CH:16]=[C:15]([CH2:19][CH2:20][CH2:21][CH2:22][CH2:23][CH2:24][CH2:25][CH3:26])[CH:14]=2)[C:10]([CH2:9][C:4]([NH:34][C:35](=[O:37])[CH3:36])([CH2:3][OH:2])[CH2:5][OH:6])=[CH:11]1)=[O:28])([CH3:31])([CH3:32])[CH3:33]. (2) Given the reactants [C:1]1([S:11]([C:14]2[C:24]3[C:25]4[N:16]([CH2:17][CH2:18][O:19][C:20]=4[CH:21]=[C:22]([O:26][CH2:27][CH2:28]O)[CH:23]=3)[N:15]=2)(=[O:13])=[O:12])[C:10]2[C:5](=[CH:6][CH:7]=[CH:8][CH:9]=2)[CH:4]=[CH:3][CH:2]=1.CS(OS(C)(=O)=O)(=O)=O.[CH2:39]([N:41](CC)CC)C.CN.[ClH:48].CCOCC, predict the reaction product. The product is: [ClH:48].[CH3:39][NH:41][CH2:28][CH2:27][O:26][C:22]1[CH:23]=[C:24]2[C:25]3=[C:20]([O:19][CH2:18][CH2:17][N:16]3[N:15]=[C:14]2[S:11]([C:1]2[C:10]3[C:5](=[CH:6][CH:7]=[CH:8][CH:9]=3)[CH:4]=[CH:3][CH:2]=2)(=[O:13])=[O:12])[CH:21]=1. (3) Given the reactants N1([C:6]23[CH2:21][CH2:20][CH2:19][CH2:18][CH:7]2[C:8]([C:11]2[CH:16]=[CH:15][CH:14]=[CH:13][C:12]=2[Br:17])=[N:9][O:10]3)CCCC1.Cl.[OH-].[K+], predict the reaction product. The product is: [O:10]1[C:6]2[CH2:21][CH2:20][CH2:19][CH2:18][C:7]=2[C:8]([C:11]2[CH:16]=[CH:15][CH:14]=[CH:13][C:12]=2[Br:17])=[N:9]1.